Dataset: Reaction yield outcomes from USPTO patents with 853,638 reactions. Task: Predict the reaction yield, written as a fraction of the theoretical maximum amount of product (1.0 means a 100% yield; for example, 0.34 means a 34% yield). (1) The reactants are [N+:1]([CH2:4][CH:5]([CH2:12][CH2:13][CH3:14])[CH2:6][C:7]([O:9]CC)=O)([O-])=O.C([O-])=O.[NH4+].[CH:19]([Si:22]([CH:37]([CH3:39])[CH3:38])([CH:34]([CH3:36])[CH3:35])[N:23]1[C:27]2=[N:28][CH:29]=[C:30]([CH:32]=O)[CH:31]=[C:26]2[CH:25]=[CH:24]1)([CH3:21])[CH3:20]. The catalyst is CO.CCOCC.[Pd]. The product is [CH2:12]([CH:5]1[CH2:4][N:1]([CH2:32][C:30]2[CH:31]=[C:26]3[CH:25]=[CH:24][N:23]([Si:22]([CH:19]([CH3:21])[CH3:20])([CH:37]([CH3:39])[CH3:38])[CH:34]([CH3:36])[CH3:35])[C:27]3=[N:28][CH:29]=2)[C:7](=[O:9])[CH2:6]1)[CH2:13][CH3:14]. The yield is 0.750. (2) The reactants are [C:1]([O:11][C:12]([CH3:15])([CH3:14])[CH3:13])(=[O:10])[CH2:2][C:3]([O:5][C:6]([CH3:9])([CH3:8])[CH3:7])=[O:4].[H-].[Na+].Br[C:19]1[CH:24]=[CH:23][C:22]([CH:25]2[O:29][CH2:28][CH2:27][O:26]2)=[C:21]([F:30])[CH:20]=1.[NH4+].[Cl-]. The catalyst is C1COCC1.CC(C)([P](C(C)(C)C)([Pd][P](C(C)(C)C)(C(C)(C)C)C(C)(C)C)C(C)(C)C)C. The product is [O:26]1[CH2:27][CH2:28][O:29][CH:25]1[C:22]1[CH:23]=[CH:24][C:19]([CH:2]([C:3]([O:5][C:6]([CH3:7])([CH3:8])[CH3:9])=[O:4])[C:1]([O:11][C:12]([CH3:15])([CH3:14])[CH3:13])=[O:10])=[CH:20][C:21]=1[F:30]. The yield is 0.790. (3) The reactants are [N+:1]([C:4]1[CH:9]=[CH:8][C:7]([N:10]2[CH2:15][CH2:14][N:13]([S:16]([CH3:19])(=[O:18])=[O:17])[CH2:12][CH2:11]2)=[CH:6][CH:5]=1)([O-])=O.N. The catalyst is CO.[Pd]. The product is [CH3:19][S:16]([N:13]1[CH2:12][CH2:11][N:10]([C:7]2[CH:8]=[CH:9][C:4]([NH2:1])=[CH:5][CH:6]=2)[CH2:15][CH2:14]1)(=[O:17])=[O:18]. The yield is 0.270. (4) The reactants are [C:1]([O:5][C:6]([N:8]1[CH:13]2[CH2:14][CH2:15][CH:9]1[CH2:10][NH:11][CH2:12]2)=[O:7])([CH3:4])([CH3:3])[CH3:2].[NH2:16][C:17]1[CH:25]=[CH:24][C:20]([C:21](O)=[O:22])=[C:19]([CH3:26])[N:18]=1. No catalyst specified. The product is [C:1]([O:5][C:6]([N:8]1[CH:9]2[CH2:15][CH2:14][CH:13]1[CH2:12][N:11]([C:21]([C:20]1[C:19]([CH3:26])=[N:18][C:17]([NH2:16])=[CH:25][CH:24]=1)=[O:22])[CH2:10]2)=[O:7])([CH3:4])([CH3:2])[CH3:3]. The yield is 0.880.